Dataset: Catalyst prediction with 721,799 reactions and 888 catalyst types from USPTO. Task: Predict which catalyst facilitates the given reaction. (1) Reactant: Cl[C:2]1[N:25]=[C:24]([CH3:26])[CH:23]=[CH:22][C:3]=1[C:4]([NH:6][C:7]1[CH:12]=[CH:11][C:10]([O:13][CH2:14][CH2:15][C:16]2[CH:21]=[CH:20][CH:19]=[CH:18][N:17]=2)=[CH:9][CH:8]=1)=[O:5].[NH:27]1[CH2:32][CH2:31][CH2:30][CH2:29][CH2:28]1.C(OCC)(=O)C.O. Product: [CH3:26][C:24]1[CH:23]=[CH:22][C:3]([C:4]([NH:6][C:7]2[CH:12]=[CH:11][C:10]([O:13][CH2:14][CH2:15][C:16]3[CH:21]=[CH:20][CH:19]=[CH:18][N:17]=3)=[CH:9][CH:8]=2)=[O:5])=[C:2]([N:27]2[CH2:32][CH2:31][CH2:30][CH2:29][CH2:28]2)[N:25]=1. The catalyst class is: 7. (2) Reactant: [NH2:1][C:2]1[CH:7]=[CH:6][C:5]([S:8][C:9]2[C:18]3[C:13](=[CH:14][CH:15]=[CH:16][CH:17]=3)[NH:12]/[C:11](=[C:19]3/[C:20]([CH2:25][CH2:26][CH3:27])=[N:21][NH:22][C:23]/3=[O:24])/[CH:10]=2)=[CH:4][CH:3]=1.[O:28]1[CH:32]=[CH:31][CH:30]=[C:29]1[C:33](Cl)=[O:34]. Product: [O:24]=[C:23]1[NH:22][N:21]=[C:20]([CH2:25][CH2:26][CH3:27])/[C:19]/1=[C:11]1/[NH:12][C:13]2[C:18]([C:9]([S:8][C:5]3[CH:4]=[CH:3][C:2]([NH:1][C:33]([C:29]4[O:28][CH:32]=[CH:31][CH:30]=4)=[O:34])=[CH:7][CH:6]=3)=[CH:10]/1)=[CH:17][CH:16]=[CH:15][CH:14]=2. The catalyst class is: 1.